From a dataset of Catalyst prediction with 721,799 reactions and 888 catalyst types from USPTO. Predict which catalyst facilitates the given reaction. (1) Reactant: [C:1]1([C:7]([C:11]2[CH:16]=[CH:15][C:14]([C:17]([O:19][CH3:20])=[O:18])=[CH:13][CH:12]=2)(C)[CH:8]=[CH2:9])[CH:6]=[CH:5][CH:4]=[CH:3][CH:2]=1.[O:21]=O.CSC. Product: [C:1]1([CH:7]([C:11]2[CH:16]=[CH:15][C:14]([C:17]([O:19][CH3:20])=[O:18])=[CH:13][CH:12]=2)[CH2:8][CH:9]=[O:21])[CH:6]=[CH:5][CH:4]=[CH:3][CH:2]=1. The catalyst class is: 5. (2) Product: [CH3:1][N:2]1[C:10]2[C:5](=[CH:6][C:7]([N+:12]([O-:14])=[O:13])=[CH:8][CH:9]=2)[CH2:4][C:3]1=[O:11]. Reactant: [CH3:1][N:2]1[C:10]2[C:5](=[CH:6][CH:7]=[CH:8][CH:9]=2)[CH2:4][C:3]1=[O:11].[N+:12]([O-])([OH:14])=[O:13]. The catalyst class is: 65. (3) Reactant: [CH2:1]([CH:3]([C:6]1[C:7]2[N:8]([C:13]([C:17]3[S:21][C:20]4[CH:22]=[CH:23][C:24](F)=[CH:25][C:19]=4[C:18]=3[CH3:27])=[C:14]([CH3:16])[N:15]=2)[N:9]=[C:10]([CH3:12])[CH:11]=1)[CH2:4][CH3:5])[CH3:2].[OH-].[K+].CN(C)CC[OH:34]. Product: [CH2:1]([CH:3]([C:6]1[C:7]2[N:8]([C:13]([C:17]3[S:21][C:20]4[CH:22]=[CH:23][C:24]([OH:34])=[CH:25][C:19]=4[C:18]=3[CH3:27])=[C:14]([CH3:16])[N:15]=2)[N:9]=[C:10]([CH3:12])[CH:11]=1)[CH2:4][CH3:5])[CH3:2]. The catalyst class is: 829.